Dataset: Forward reaction prediction with 1.9M reactions from USPTO patents (1976-2016). Task: Predict the product of the given reaction. (1) Given the reactants [H-].[Na+].[Br:3][C:4]1[CH:11]=[CH:10][C:7]([C:8]#[N:9])=[CH:6][CH:5]=1.[NH2:12][C:13]1[CH:14]=[N:15][CH:16]=[N:17][CH:18]=1, predict the reaction product. The product is: [Br:3][C:4]1[CH:11]=[CH:10][C:7]([C:8]([NH2:9])=[N:12][C:13]2[CH:14]=[N:15][CH:16]=[N:17][CH:18]=2)=[CH:6][CH:5]=1. (2) Given the reactants [CH3:1][O:2][C:3]1[CH:8]=[CH:7][CH:6]=[CH:5][C:4]=1[C:9]1[CH2:10][CH2:11][CH2:12][N:13]=1.[BH4-].[Na+].Cl.[OH-].[Na+], predict the reaction product. The product is: [CH3:1][O:2][C:3]1[CH:8]=[CH:7][CH:6]=[CH:5][C:4]=1[CH:9]1[CH2:10][CH2:11][CH2:12][NH:13]1. (3) The product is: [O:1]=[C:2]1[N:6]([C:7]2[CH:8]=[CH:9][C:10]3[C:16](=[O:17])[CH:15]([C:31]([C:32]4[CH:37]=[CH:36][N:35]=[CH:34][CH:33]=4)=[O:38])[CH2:14][CH2:13][CH2:12][C:11]=3[CH:18]=2)[CH2:5][C@H:4]([CH2:19][NH:20][C:21](=[O:23])[CH3:22])[O:3]1. Given the reactants [O:1]=[C:2]1[N:6]([C:7]2[CH:8]=[CH:9][C:10]3[C:16](=[O:17])[CH2:15][CH2:14][CH2:13][CH2:12][C:11]=3[CH:18]=2)[CH2:5][C@H:4]([CH2:19][NH:20][C:21](=[O:23])[CH3:22])[O:3]1.CC(C)([O-])C.[Li+].Cl.[C:31](Cl)(=[O:38])[C:32]1[CH:37]=[CH:36][N:35]=[CH:34][CH:33]=1, predict the reaction product. (4) Given the reactants [CH3:1][N:2]1[C:7](=[O:8])[C:6]2[C:9]3[CH2:15][CH2:14][NH:13][CH2:12][C:10]=3[S:11][C:5]=2[N:4]=[CH:3]1.Cl[CH2:17][C:18]([N:20]1[CH2:25][CH2:24][N:23]([CH:26]2[CH2:29][CH2:28][CH2:27]2)[CH2:22][CH2:21]1)=[O:19].C([O-])([O-])=O.[K+].[K+].[Na+].[I-], predict the reaction product. The product is: [CH:26]1([N:23]2[CH2:24][CH2:25][N:20]([C:18](=[O:19])[CH2:17][N:13]3[CH2:14][CH2:15][C:9]4[C:6]5[C:7](=[O:8])[N:2]([CH3:1])[CH:3]=[N:4][C:5]=5[S:11][C:10]=4[CH2:12]3)[CH2:21][CH2:22]2)[CH2:29][CH2:28][CH2:27]1. (5) Given the reactants [Cl:1][C:2]1[CH:7]=[CH:6][C:5]([C:8]2[CH:13]=[CH:12][C:11]([O:14][CH3:15])=[CH:10][C:9]=2[CH2:16][O:17][C:18]2[CH:23]=[CH:22][C:21]([C:24]3[N:28]([CH:29]4[CH2:34][CH2:33][CH2:32][CH2:31][CH2:30]4)[N:27]=[C:26](/[CH:35]=[CH:36]/[C:37]([O:39]C)=[O:38])[CH:25]=3)=[CH:20][CH:19]=2)=[CH:4][CH:3]=1.[Li+].[OH-], predict the reaction product. The product is: [Cl:1][C:2]1[CH:7]=[CH:6][C:5]([C:8]2[CH:13]=[CH:12][C:11]([O:14][CH3:15])=[CH:10][C:9]=2[CH2:16][O:17][C:18]2[CH:23]=[CH:22][C:21]([C:24]3[N:28]([CH:29]4[CH2:34][CH2:33][CH2:32][CH2:31][CH2:30]4)[N:27]=[C:26](/[CH:35]=[CH:36]/[C:37]([OH:39])=[O:38])[CH:25]=3)=[CH:20][CH:19]=2)=[CH:4][CH:3]=1.